Dataset: Forward reaction prediction with 1.9M reactions from USPTO patents (1976-2016). Task: Predict the product of the given reaction. (1) Given the reactants [CH2:1]([C:8]1[C:13](=[O:14])[N:12]([C:15]2[CH:20]=[CH:19][CH:18]=[C:17]([C:21](O)=[O:22])[CH:16]=2)[C:11]2[N:24]=[CH:25][CH:26]=[CH:27][C:10]=2[N:9]=1)[C:2]1[CH:7]=[CH:6][CH:5]=[CH:4][CH:3]=1.C(Cl)(=O)C(Cl)=O.[NH3:34].C(=O)(O)[O-].[Na+], predict the reaction product. The product is: [CH2:1]([C:8]1[C:13](=[O:14])[N:12]([C:15]2[CH:20]=[CH:19][CH:18]=[C:17]([C:21](=[O:22])[NH2:34])[CH:16]=2)[C:11]2[N:24]=[CH:25][CH:26]=[CH:27][C:10]=2[N:9]=1)[C:2]1[CH:7]=[CH:6][CH:5]=[CH:4][CH:3]=1. (2) Given the reactants [F:1][CH:2]([CH2:5][N:6]1[C:15]2[C:10](=[CH:11][CH:12]=[C:13]([O:16][CH3:17])[CH:14]=2)[N:9]=[CH:8][C:7]1=[O:18])[CH2:3]O.[NH2:19][CH:20]1[CH2:24][N:23]([C:25]2[CH:26]=[CH:27][C:28]3[O:33][CH2:32][C:31](=[O:34])[NH:30][C:29]=3[CH:35]=2)[C:22](=[O:36])[CH2:21]1.C(O)(=O)C.S([O-])([O-])(=O)=O.[Na+].[Na+].C(O[BH-](OC(=O)C)OC(=O)C)(=O)C.[Na+], predict the reaction product. The product is: [F:1][CH:2]([CH2:5][N:6]1[C:15]2[C:10](=[CH:11][CH:12]=[C:13]([O:16][CH3:17])[CH:14]=2)[N:9]=[CH:8][C:7]1=[O:18])[CH2:3][NH:19][CH:20]1[CH2:24][N:23]([C:25]2[CH:26]=[CH:27][C:28]3[O:33][CH2:32][C:31](=[O:34])[NH:30][C:29]=3[CH:35]=2)[C:22](=[O:36])[CH2:21]1. (3) Given the reactants Cl[C:2]1[C:11]2[C:6](=[CH:7][CH:8]=[C:9]([CH3:12])[CH:10]=2)[N:5]=[C:4]([N:13]2[CH2:19][C:18]3[CH:20]=[CH:21][CH:22]=[CH:23][C:17]=3[S:16](=[O:25])(=[O:24])[CH2:15][CH2:14]2)[CH:3]=1.[O:26]([CH2:30][CH2:31][NH2:32])[CH2:27][CH2:28][NH2:29], predict the reaction product. The product is: [NH2:29][CH2:28][CH2:27][O:26][CH2:30][CH2:31][NH:32][C:2]1[C:11]2[C:6](=[CH:7][CH:8]=[C:9]([CH3:12])[CH:10]=2)[N:5]=[C:4]([N:13]2[CH2:19][C:18]3[CH:20]=[CH:21][CH:22]=[CH:23][C:17]=3[S:16](=[O:25])(=[O:24])[CH2:15][CH2:14]2)[CH:3]=1.